This data is from Full USPTO retrosynthesis dataset with 1.9M reactions from patents (1976-2016). The task is: Predict the reactants needed to synthesize the given product. (1) Given the product [C:22]([N:26]1[CH2:27][CH:28]=[C:29]([C:2]2[CH:3]=[C:4]([Cl:21])[N:5]3[C:10]([CH:11]=2)=[C:9]([C:12]2[C:17]([Cl:18])=[CH:16][CH:15]=[CH:14][C:13]=2[Cl:19])[C:8](=[O:20])[CH:7]=[CH:6]3)[CH2:30][CH2:31]1)([CH3:25])([CH3:24])[CH3:23], predict the reactants needed to synthesize it. The reactants are: Br[C:2]1[CH:3]=[C:4]([Cl:21])[N:5]2[C:10]([CH:11]=1)=[C:9]([C:12]1[C:17]([Cl:18])=[CH:16][CH:15]=[CH:14][C:13]=1[Cl:19])[C:8](=[O:20])[CH:7]=[CH:6]2.[C:22]([N:26]1[CH2:31][CH:30]=[C:29]([Sn](C)(C)C)[CH2:28][CH2:27]1)([CH3:25])([CH3:24])[CH3:23]. (2) Given the product [O:17]=[C:16]1[C:15]2[C:10](=[CH:11][CH:12]=[CH:13][CH:14]=2)[C:9](=[O:18])[N:8]1[C@@H:5]1[CH2:4][CH2:3][C@H:2]([O:1][C:45](=[O:46])[C:44]2[CH:43]=[CH:42][C:41]([N+:38]([O-:40])=[O:39])=[CH:49][CH:48]=2)[CH2:7][CH2:6]1, predict the reactants needed to synthesize it. The reactants are: [OH:1][C@H:2]1[CH2:7][CH2:6][C@H:5]([N:8]2[C:16](=[O:17])[C:15]3[C:10](=[CH:11][CH:12]=[CH:13][CH:14]=3)[C:9]2=[O:18])[CH2:4][CH2:3]1.C1(P(C2C=CC=CC=2)C2C=CC=CC=2)C=CC=CC=1.[N+:38]([C:41]1[CH:49]=[CH:48][C:44]([C:45](O)=[O:46])=[CH:43][CH:42]=1)([O-:40])=[O:39].N(C(OC(C)C)=O)=NC(OC(C)C)=O. (3) Given the product [CH3:1][O:2][C:3]1[CH:8]=[CH:7][CH:6]=[CH:5][C:4]=1[NH:9][C:10]([NH2:12])=[S:11].[ClH:13], predict the reactants needed to synthesize it. The reactants are: [CH3:1][O:2][C:3]1[CH:8]=[CH:7][CH:6]=[CH:5][C:4]=1[NH:9][C:10]([NH2:12])=[S:11].[ClH:13]. (4) Given the product [Cl:17][C:18]1[CH:23]=[CH:22][C:21]([Cl:24])=[CH:20][C:19]=1[CH2:25][O:26][C:27]1[CH:28]=[CH:29][C:30]([CH2:33][S:15][C:12]2[CH:13]=[CH:14][C:6]([O:5][CH2:4][C:3]([OH:2])=[O:16])=[C:7]3[C:11]=2[CH2:10][CH2:9][CH2:8]3)=[CH:31][CH:32]=1, predict the reactants needed to synthesize it. The reactants are: C[O:2][C:3](=[O:16])[CH2:4][O:5][C:6]1[CH:14]=[CH:13][C:12]([SH:15])=[C:11]2[C:7]=1[CH2:8][CH2:9][CH2:10]2.[Cl:17][C:18]1[CH:23]=[CH:22][C:21]([Cl:24])=[CH:20][C:19]=1[CH2:25][O:26][C:27]1[CH:32]=[CH:31][C:30]([CH2:33]Cl)=[CH:29][CH:28]=1.ClC1C=CC(Cl)=CC=1CCl.OCC1C=CC(O)=CC=1.ClCC1(C(F)(F)F)C=CC(OCC2C=CC=CC=2)=CC1.